This data is from Reaction yield outcomes from USPTO patents with 853,638 reactions. The task is: Predict the reaction yield, written as a fraction of the theoretical maximum amount of product (1.0 means a 100% yield; for example, 0.34 means a 34% yield). (1) The reactants are [CH3:1][O:2][C:3]([C:5]1[S:9][C:8]2[CH:10]=[C:11]([F:14])[CH:12]=[CH:13][C:7]=2[C:6]=1[CH:15]1[CH2:20][CH2:19][N:18](C(=O)C)[CH2:17][CH2:16]1)=[O:4].[ClH:24]. The catalyst is CO. The product is [ClH:24].[CH3:1][O:2][C:3]([C:5]1[S:9][C:8]2[CH:10]=[C:11]([F:14])[CH:12]=[CH:13][C:7]=2[C:6]=1[CH:15]1[CH2:20][CH2:19][NH:18][CH2:17][CH2:16]1)=[O:4]. The yield is 0.740. (2) The reactants are CO[C:3]([C:5]1[CH:6]=[CH:7][C:8]2[N:9]([CH:20]=[N:21][CH:22]=2)[C:10]=1[NH:11][C:12]1[CH:17]=[CH:16][C:15]([I:18])=[CH:14][C:13]=1[F:19])=[O:4].[CH:23]([O:25][CH2:26][CH2:27][O:28][NH2:29])=[CH2:24].C[Si]([N-][Si](C)(C)C)(C)C.[Li+]. The catalyst is C1COCC1. The product is [CH:23]([O:25][CH2:26][CH2:27][O:28][NH:29][C:3]([C:5]1[CH:6]=[CH:7][C:8]2[N:9]([CH:20]=[N:21][CH:22]=2)[C:10]=1[NH:11][C:12]1[CH:17]=[CH:16][C:15]([I:18])=[CH:14][C:13]=1[F:19])=[O:4])=[CH2:24]. The yield is 0.600. (3) The reactants are C[O:2][C:3](=[O:49])[CH2:4][C@H:5]([O:41][Si](C(C)(C)C)(C)C)[CH2:6][CH:7](O)[CH2:8][CH2:9][C:10]1[N:11]([CH:37]([CH3:39])[CH3:38])[C:12]([C:28](=[O:36])[NH:29][C:30]2[CH:35]=[CH:34][CH:33]=[CH:32][CH:31]=2)=[C:13]([C:22]2[CH:27]=[CH:26][CH:25]=[CH:24][CH:23]=2)[C:14]=1[C:15]1[CH:20]=[CH:19][C:18]([F:21])=[CH:17][CH:16]=1.F. The catalyst is C(#N)C. The product is [C:30]1([NH:29][C:28]([C:12]2[N:11]([CH:37]([CH3:39])[CH3:38])[C:10]([CH2:9][CH2:8][CH:7]3[CH2:6][C@@H:5]([OH:41])[CH2:4][C:3](=[O:2])[O:49]3)=[C:14]([C:15]3[CH:20]=[CH:19][C:18]([F:21])=[CH:17][CH:16]=3)[C:13]=2[C:22]2[CH:27]=[CH:26][CH:25]=[CH:24][CH:23]=2)=[O:36])[CH:35]=[CH:34][CH:33]=[CH:32][CH:31]=1. The yield is 0.690. (4) The reactants are [F:1][C:2]([F:43])([F:42])[C:3]1[CH:4]=[C:5]([CH:39]=[CH:40][CH:41]=1)[CH2:6][NH:7][C:8](=[O:38])[C:9]1[CH:14]=[CH:13][N:12]=[C:11]([C:15]2[CH:20]=[C:19]([N:21]3[CH2:26][CH2:25][CH2:24][CH2:23][CH2:22]3)[CH:18]=[CH:17][C:16]=2[NH:27][C:28](=[O:37])[C:29]2[CH:34]=[CH:33][CH:32]=[C:31]([CH2:35]Br)[CH:30]=2)[CH:10]=1.C(=O)([O-])[O-].[K+].[K+].[I-].[K+].[NH:52]1[CH2:56][CH2:55][C@@H:54]([NH:57][C:58](=[O:60])[CH3:59])[CH2:53]1. The catalyst is CN(C)C=O.O. The product is [C:58]([NH:57][C@H:54]1[CH2:55][CH2:56][N:52]([CH2:35][C:31]2[CH:30]=[C:29]([CH:34]=[CH:33][CH:32]=2)[C:28]([NH:27][C:16]2[CH:17]=[CH:18][C:19]([N:21]3[CH2:26][CH2:25][CH2:24][CH2:23][CH2:22]3)=[CH:20][C:15]=2[C:11]2[CH:10]=[C:9]([CH:14]=[CH:13][N:12]=2)[C:8]([NH:7][CH2:6][C:5]2[CH:39]=[CH:40][CH:41]=[C:3]([C:2]([F:43])([F:42])[F:1])[CH:4]=2)=[O:38])=[O:37])[CH2:53]1)(=[O:60])[CH3:59]. The yield is 0.300. (5) The reactants are [Cl:1][C:2]1[CH:11]=[CH:10][C:5]([C:6]([O:8][CH3:9])=[O:7])=[C:4]([NH:12][CH2:13][CH2:14][CH2:15][OH:16])[C:3]=1[NH:17][C:18](=S)[NH:19][C:20]1[CH:21]=[N:22][C:23]([N:27]([CH3:29])[CH3:28])=[CH:24][C:25]=1[CH3:26].Cl.C(N=C=NCCCN(C)C)C.C(N(CC)CC)C. The catalyst is O1CCCC1.C(=O)([O-])O.[Na+]. The product is [Cl:1][C:2]1[C:3]2[N:17]=[C:18]([NH:19][C:20]3[CH:21]=[N:22][C:23]([N:27]([CH3:29])[CH3:28])=[CH:24][C:25]=3[CH3:26])[N:12]([CH2:13][CH2:14][CH2:15][OH:16])[C:4]=2[C:5]([C:6]([O:8][CH3:9])=[O:7])=[CH:10][CH:11]=1. The yield is 0.340. (6) The yield is 0.740. The catalyst is CO.[Pd]. The product is [NH2:19][C:18]1[C:2]([OH:1])=[C:3]([CH:15]=[CH:16][CH:17]=1)[C:4]([N:6]1[CH2:10][CH2:9][CH2:8][C@@H:7]1[C:11]([O:13][CH3:14])=[O:12])=[O:5]. The reactants are [OH:1][C:2]1[C:18]([N+:19]([O-])=O)=[CH:17][CH:16]=[CH:15][C:3]=1[C:4]([N:6]1[CH2:10][CH2:9][CH2:8][C@@H:7]1[C:11]([O:13][CH3:14])=[O:12])=[O:5].[H][H]. (7) The reactants are Cl[C:2]1[N:10]=[C:9]([F:11])[N:8]=[C:7]2[C:3]=1[N:4]=[CH:5][N:6]2[CH:12]([CH3:14])[CH3:13].C([N:18]([CH:21]([CH3:23])[CH3:22])CC)(C)C.C1(N)CC1. The catalyst is C(O)C. The product is [CH:21]1([NH:18][C:2]2[N:10]=[C:9]([F:11])[N:8]=[C:7]3[C:3]=2[N:4]=[CH:5][N:6]3[CH:12]([CH3:14])[CH3:13])[CH2:23][CH2:22]1. The yield is 0.705.